From a dataset of Full USPTO retrosynthesis dataset with 1.9M reactions from patents (1976-2016). Predict the reactants needed to synthesize the given product. (1) Given the product [OH:1][C:2]1[CH:6]([C:7]2[CH:12]=[CH:11][CH:10]=[CH:9][CH:8]=2)[CH2:5][C:4](=[O:13])[C:3]=1[CH:19]([C:17]1[N:16]=[CH:15][NH:14][CH:18]=1)[C:22]1[NH:21][C:29]2[C:24]([C:23]=1[CH2:30][CH2:31][NH:32][C:33](=[O:35])[CH3:34])=[CH:25][CH:26]=[CH:27][CH:28]=2, predict the reactants needed to synthesize it. The reactants are: [OH:1][C:2]1[CH:6]([C:7]2[CH:12]=[CH:11][CH:10]=[CH:9][CH:8]=2)[CH2:5][C:4](=[O:13])[CH:3]=1.[N:14]1[CH:18]=[C:17]([CH:19]=O)[NH:16][CH:15]=1.[NH:21]1[C:29]2[C:24](=[CH:25][CH:26]=[CH:27][CH:28]=2)[C:23]([CH2:30][CH2:31][NH:32][C:33](=[O:35])[CH3:34])=[CH:22]1. (2) Given the product [CH3:19][O:20][C:21]1[CH:29]=[CH:28][CH:27]=[CH:26][C:22]=1[C:23]([NH:10][C@H:11]1[CH:16]2[CH2:17][CH2:18][N:13]([CH2:14][CH2:15]2)[CH2:12]1)=[O:24], predict the reactants needed to synthesize it. The reactants are: C(N(CC)CC)C.Cl.Cl.[NH2:10][C@H:11]1[CH:16]2[CH2:17][CH2:18][N:13]([CH2:14][CH2:15]2)[CH2:12]1.[CH3:19][O:20][C:21]1[CH:29]=[CH:28][CH:27]=[CH:26][C:22]=1[C:23](O)=[O:24].[I-].ClC1C=CC=C[N+]=1C. (3) Given the product [CH2:1]([O:3][C:4]([C:6]1[O:7][C:8]2[C:14]([CH3:15])=[CH:13][C:12]([C:16]([C:21]3[CH:26]=[CH:25][C:24]([O:27][CH2:28][C:29]4([C:30]([CH3:32])([CH3:31])[CH3:33])[O:42][CH2:41][CH2:40][O:34]4)=[C:23]([CH3:35])[CH:22]=3)([CH2:17][CH3:18])[CH2:19][CH3:20])=[CH:11][C:9]=2[CH:10]=1)=[O:5])[CH3:2], predict the reactants needed to synthesize it. The reactants are: [CH2:1]([O:3][C:4]([C:6]1[O:7][C:8]2[C:14]([CH3:15])=[CH:13][C:12]([C:16]([C:21]3[CH:26]=[CH:25][C:24]([O:27][CH2:28][C:29](=[O:34])[C:30]([CH3:33])([CH3:32])[CH3:31])=[C:23]([CH3:35])[CH:22]=3)([CH2:19][CH3:20])[CH2:17][CH3:18])=[CH:11][C:9]=2[CH:10]=1)=[O:5])[CH3:2].B(F)(F)F.[CH3:40][CH2:41][O:42]CC. (4) Given the product [C:15]([C:3]1[C:2]([C:23]2[CH:22]=[N:21][C:20]([O:19][CH3:18])=[N:25][CH:24]=2)=[CH:6][N:5]([CH2:7][C:8]([O:10][C:11]([CH3:14])([CH3:13])[CH3:12])=[O:9])[N:4]=1)(=[O:17])[NH2:16], predict the reactants needed to synthesize it. The reactants are: Br[C:2]1[C:3]([C:15](=[O:17])[NH2:16])=[N:4][N:5]([CH2:7][C:8]([O:10][C:11]([CH3:14])([CH3:13])[CH3:12])=[O:9])[CH:6]=1.[CH3:18][O:19][C:20]1[N:25]=[CH:24][C:23](B(O)O)=[CH:22][N:21]=1.C(=O)([O-])[O-].[Cs+].[Cs+]. (5) Given the product [CH:11]([C@H:14]1[CH2:19][CH2:18][C@H:17]([NH:20][C:1]2[C:10]3[C:5](=[CH:6][CH:7]=[CH:8][CH:9]=3)[C:4]([CH2:4][C:5]3[CH:10]=[CH:9][N:21]=[C:7]([OH:22])[CH:6]=3)=[N:3][N:2]=2)[CH2:16][CH2:15]1)([CH3:13])[CH3:12], predict the reactants needed to synthesize it. The reactants are: [CH:1]1[C:10]2[C:5](=[CH:6][CH:7]=[CH:8][CH:9]=2)[CH:4]=[N:3][N:2]=1.[CH:11]([C@H:14]1[CH2:19][CH2:18][C@H:17]([NH2:20])[CH2:16][CH2:15]1)([CH3:13])[CH3:12].[NH3:21].[OH2:22]. (6) Given the product [NH2:26][C:24]1[C:25]2=[C:17]([C:12]3[CH:13]=[CH:14][C:15]4[C:10]([CH:11]=3)=[N:9][N:8]([CH2:1][C:2]3[CH:3]=[CH:4][CH:5]=[CH:6][CH:7]=3)[CH:16]=4)[CH:18]=[C:19]([CH2:27][CH2:28][CH2:29][C:31]#[N:32])[N:20]2[N:21]=[CH:22][N:23]=1, predict the reactants needed to synthesize it. The reactants are: [CH2:1]([N:8]1[CH:16]=[C:15]2[C:10]([CH:11]=[C:12]([C:17]3[CH:18]=[C:19]([CH2:27][CH2:28][CH2:29]Br)[N:20]4[C:25]=3[C:24]([NH2:26])=[N:23][CH:22]=[N:21]4)[CH:13]=[CH:14]2)=[N:9]1)[C:2]1[CH:7]=[CH:6][CH:5]=[CH:4][CH:3]=1.[C-:31]#[N:32].[Na+].[I-].[Na+].O. (7) Given the product [NH2:1][C:2]1[S:6][N:5]=[C:4]([C:7]2[CH:12]=[CH:11][CH:10]=[C:9]([NH:13][C:31](=[O:32])[C:30]3[CH:34]=[CH:35][CH:36]=[C:28]([C:27]([F:26])([F:37])[F:38])[CH:29]=3)[CH:8]=2)[C:3]=1[C:14]([NH2:16])=[O:15], predict the reactants needed to synthesize it. The reactants are: [NH2:1][C:2]1[S:6][N:5]=[C:4]([C:7]2[CH:12]=[CH:11][CH:10]=[C:9]([NH2:13])[CH:8]=2)[C:3]=1[C:14]([NH2:16])=[O:15].C(N(CC)C(C)C)(C)C.[F:26][C:27]([F:38])([F:37])[C:28]1[CH:29]=[C:30]([CH:34]=[CH:35][CH:36]=1)[C:31](Cl)=[O:32].